This data is from Catalyst prediction with 721,799 reactions and 888 catalyst types from USPTO. The task is: Predict which catalyst facilitates the given reaction. (1) Reactant: [C:1]([O:4][C:5]1[CH:15]=[CH:14][CH:13]=[CH:12][C:6]=1[C:7]([O:9][CH2:10]Cl)=[O:8])(=[O:3])[CH3:2].[N+:16]([O:19][CH2:20][CH2:21][CH2:22][CH2:23][C:24]([OH:26])=[O:25])([O-:18])=[O:17].CCN(CC)CC. Product: [C:1]([O:4][C:5]1[CH:15]=[CH:14][CH:13]=[CH:12][C:6]=1[C:7]([O:9][CH2:10][O:26][C:24](=[O:25])[CH2:23][CH2:22][CH2:21][CH2:20][O:19][N+:16]([O-:18])=[O:17])=[O:8])(=[O:3])[CH3:2]. The catalyst class is: 18. (2) Reactant: [NH2:1][C:2]1[C:11]2[N:12]=[C:13]3[CH2:18][O:17][CH2:16][C@H:15]([CH3:19])[N:14]3[C:10]=2[C:9]2[C:4](=[CH:5][CH:6]=[C:7]([OH:20])[CH:8]=2)[N:3]=1.C(=O)([O-])[O-].[Cs+].[Cs+].Br[CH2:28][C:29]([N:31]1[CH2:36][CH2:35][O:34][CH2:33][CH2:32]1)=[O:30].O. Product: [CH3:19][C@@H:15]1[N:14]2[C:10]3[C:9]4[C:4](=[CH:5][CH:6]=[C:7]([O:20][CH2:28][C:29]([N:31]5[CH2:36][CH2:35][O:34][CH2:33][CH2:32]5)=[O:30])[CH:8]=4)[N:3]=[C:2]([NH2:1])[C:11]=3[N:12]=[C:13]2[CH2:18][O:17][CH2:16]1. The catalyst class is: 479.